Dataset: Full USPTO retrosynthesis dataset with 1.9M reactions from patents (1976-2016). Task: Predict the reactants needed to synthesize the given product. (1) Given the product [Cl:26][C:19]1[CH:20]=[N+:21]([O-:25])[CH:22]=[C:23]([Cl:24])[C:18]=1[CH2:17][C@@H:16]([C:27]1[CH:32]=[CH:31][C:30]([O:33][CH:34]([F:35])[F:36])=[C:29]([O:37][CH2:38][CH:39]2[CH2:41][CH2:40]2)[CH:28]=1)[O:15][C:13](=[O:14])[C:12]1[CH:42]=[CH:43][C:9]([OH:8])=[C:10]([O:44][S:45]([CH3:48])(=[O:47])=[O:46])[CH:11]=1, predict the reactants needed to synthesize it. The reactants are: C([O:8][C:9]1[CH:43]=[CH:42][C:12]([C:13]([O:15][C@H:16]([C:27]2[CH:32]=[CH:31][C:30]([O:33][CH:34]([F:36])[F:35])=[C:29]([O:37][CH2:38][CH:39]3[CH2:41][CH2:40]3)[CH:28]=2)[CH2:17][C:18]2[C:23]([Cl:24])=[CH:22][N+:21]([O-:25])=[CH:20][C:19]=2[Cl:26])=[O:14])=[CH:11][C:10]=1[O:44][S:45]([CH3:48])(=[O:47])=[O:46])C1C=CC=CC=1. (2) The reactants are: F[C:2]1[C:7]([CH:8]2[CH2:13][CH2:12][CH2:11][O:10][CH2:9]2)=[CH:6][CH:5]=[CH:4][N:3]=1.[NH:14]1[C:18]2[CH:19]=[CH:20][CH:21]=[CH:22][C:17]=2[N:16]=[C:15]1[C:23]([C:25]1[CH:30]=[CH:29][C:28]([OH:31])=[CH:27][CH:26]=1)=[O:24].C(=O)([O-])[O-].[Cs+].[Cs+]. Given the product [NH:14]1[C:18]2[CH:19]=[CH:20][CH:21]=[CH:22][C:17]=2[N:16]=[C:15]1[C:23]([C:25]1[CH:30]=[CH:29][C:28]([O:31][C:2]2[C:7]([CH:8]3[CH2:13][CH2:12][CH2:11][O:10][CH2:9]3)=[CH:6][CH:5]=[CH:4][N:3]=2)=[CH:27][CH:26]=1)=[O:24], predict the reactants needed to synthesize it. (3) Given the product [Cl:19][C:20]1[N:21]=[CH:22][C:23]([C:37]#[C:36][CH2:35][O:34][C:31]2[C:30]([O:38][CH3:39])=[CH:29][C:28]([Cl:27])=[CH:33][N:32]=2)=[CH:24][CH:25]=1, predict the reactants needed to synthesize it. The reactants are: [F-].C([N+](CCCC)(CCCC)CCCC)CCC.[Cl:19][C:20]1[CH:25]=[CH:24][C:23](I)=[CH:22][N:21]=1.[Cl:27][C:28]1[CH:29]=[C:30]([O:38][CH3:39])[C:31]([O:34][CH2:35][C:36]#[CH:37])=[N:32][CH:33]=1. (4) Given the product [Cl:18][C:19]1[C:31]([C:3]2[CH:4]=[CH:5][C:6]([Cl:8])=[CH:7][C:2]=2[Cl:1])=[CH:30][C:22]2[NH:23][C:24]([C:26]([F:28])([F:29])[F:27])=[N:25][C:21]=2[CH:20]=1, predict the reactants needed to synthesize it. The reactants are: [Cl:1][C:2]1[CH:7]=[C:6]([Cl:8])[CH:5]=[CH:4][C:3]=1B(O)O.O1CCOCC1.[Cl:18][C:19]1[C:31](I)=[CH:30][C:22]2[NH:23][C:24]([C:26]([F:29])([F:28])[F:27])=[N:25][C:21]=2[CH:20]=1.C(=O)([O-])[O-].[Na+].[Na+]. (5) Given the product [Br:18][C:14]1[C:13]([CH3:19])=[CH:12][C:11]([CH2:10][CH2:9][NH:8][C:6](=[O:7])[O:5][C:1]([CH3:4])([CH3:3])[CH3:2])=[CH:16][C:15]=1[CH3:17], predict the reactants needed to synthesize it. The reactants are: [C:1]([O:5][C:6]([N:8](C(OC(C)(C)C)=O)[CH2:9][CH2:10][C:11]1[CH:16]=[C:15]([CH3:17])[C:14]([Br:18])=[C:13]([CH3:19])[CH:12]=1)=[O:7])([CH3:4])([CH3:3])[CH3:2].FC(F)(F)C(O)=O. (6) Given the product [C:14]([C:10]1[CH:9]=[C:8]([C:4]2[S:3][C:2]([NH:1][C:33]([N:26]3[CH:27]=[CH:28][N:29]=[CH:25]3)=[O:34])=[N:6][C:5]=2[CH3:7])[CH:13]=[CH:12][N:11]=1)([CH3:17])([CH3:16])[CH3:15], predict the reactants needed to synthesize it. The reactants are: [NH2:1][C:2]1[S:3][C:4]([C:8]2[CH:13]=[CH:12][N:11]=[C:10]([C:14]([CH3:17])([CH3:16])[CH3:15])[CH:9]=2)=[C:5]([CH3:7])[N:6]=1.C([C:25]1[NH:26][CH:27]=[CH:28][N:29]=1)([C:25]1[NH:26][CH:27]=[CH:28][N:29]=1)=O.CN([CH:33]=[O:34])C. (7) Given the product [CH2:19]([O:17][C:15](=[O:16])[CH2:14][O:1][CH2:2][CH2:3][O:4][CH2:5][CH2:6][O:7][CH2:8][CH2:9][OH:10])[C:20]1[CH:25]=[CH:24][CH:23]=[CH:22][CH:21]=1, predict the reactants needed to synthesize it. The reactants are: [OH:1][CH2:2][CH2:3][O:4][CH2:5][CH2:6][O:7][CH2:8][CH2:9][OH:10].[H-].[Na+].Br[CH2:14][C:15]([OH:17])=[O:16].Br[CH2:19][C:20]1[CH:25]=[CH:24][CH:23]=[CH:22][CH:21]=1.